Dataset: Full USPTO retrosynthesis dataset with 1.9M reactions from patents (1976-2016). Task: Predict the reactants needed to synthesize the given product. (1) Given the product [Cl:1][C:2]1[N:11]=[CH:10][C:9]2[N:8]([CH2:18][C:19](=[O:21])[CH3:20])[C:7](=[O:12])[CH:6]3[CH2:13][O:14][CH2:15][CH2:16][N:5]3[C:4]=2[N:3]=1, predict the reactants needed to synthesize it. The reactants are: [Cl:1][C:2]1[N:11]=[CH:10][C:9]2[NH:8][C:7](=[O:12])[CH:6]3[CH2:13][O:14][CH2:15][CH2:16][N:5]3[C:4]=2[N:3]=1.Cl[CH2:18][C:19](=[O:21])[CH3:20].C([O-])([O-])=O.[K+].[K+].O. (2) Given the product [Cl:18][C:19]1[CH:20]=[CH:21][C:22]([O:29][CH2:2][C:3]([CH:5]2[CH2:10][CH2:9][N:8]([C:11]([O:13][C:14]([CH3:17])([CH3:16])[CH3:15])=[O:12])[CH2:7][CH2:6]2)=[O:4])=[C:23]([NH:25][C:26]([NH2:28])=[O:27])[CH:24]=1, predict the reactants needed to synthesize it. The reactants are: Cl[CH2:2][C:3]([CH:5]1[CH2:10][CH2:9][N:8]([C:11]([O:13][C:14]([CH3:17])([CH3:16])[CH3:15])=[O:12])[CH2:7][CH2:6]1)=[O:4].[Cl:18][C:19]1[CH:20]=[CH:21][C:22]([OH:29])=[C:23]([NH:25][C:26]([NH2:28])=[O:27])[CH:24]=1.C([O-])([O-])=O.[K+].[K+]. (3) Given the product [CH2:33]([C:30]1[CH:29]=[N:28][C:27]([N:23]2[CH2:24][CH2:25][CH:20]([CH:18]3[O:17][C:14]4=[CH:15][N:16]=[C:11]([C:8]5[CH:9]=[CH:10][C:5]([S:2]([CH3:1])(=[O:3])=[O:4])=[CH:6][CH:7]=5)[CH:12]=[C:13]4[CH2:19]3)[CH2:21][CH2:22]2)=[N:32][CH:31]=1)[CH3:34], predict the reactants needed to synthesize it. The reactants are: [CH3:1][S:2]([C:5]1[CH:10]=[CH:9][C:8]([C:11]2[CH:12]=[C:13]3[CH2:19][CH:18]([CH:20]4[CH2:25][CH2:24][NH:23][CH2:22][CH2:21]4)[O:17][C:14]3=[CH:15][N:16]=2)=[CH:7][CH:6]=1)(=[O:4])=[O:3].Cl[C:27]1[N:32]=[CH:31][C:30]([CH2:33][CH3:34])=[CH:29][N:28]=1. (4) The reactants are: [Cl:1][C:2]1[CH:3]=[C:4]2[CH:10]=[C:9]([CH:11]=[O:12])[NH:8][C:5]2=[CH:6][N:7]=1.[C:13]1([Mg]Br)[CH:18]=[CH:17][CH:16]=[CH:15][CH:14]=1.C(OCC)C.[Cl-].[NH4+]. Given the product [Cl:1][C:2]1[CH:3]=[C:4]2[CH:10]=[C:9]([CH:11]([C:13]3[CH:18]=[CH:17][CH:16]=[CH:15][CH:14]=3)[OH:12])[NH:8][C:5]2=[CH:6][N:7]=1, predict the reactants needed to synthesize it. (5) Given the product [NH2:1][C:2]1[S:3][C:4]([C:17]2[CH:22]=[CH:21][CH:20]=[C:19]([F:23])[CH:18]=2)=[C:5]([C:7]([N:9]2[C@H:14]([CH2:15][NH:16][C:34]([C:24]3[C:33]4[C:28](=[CH:29][CH:30]=[CH:31][CH:32]=4)[CH:27]=[CH:26][N:25]=3)=[O:35])[CH2:13][C@H:12]3[C@@H:10]2[CH2:11]3)=[O:8])[N:6]=1, predict the reactants needed to synthesize it. The reactants are: [NH2:1][C:2]1[S:3][C:4]([C:17]2[CH:22]=[CH:21][CH:20]=[C:19]([F:23])[CH:18]=2)=[C:5]([C:7]([N:9]2[C@H:14]([CH2:15][NH2:16])[CH2:13][C@H:12]3[C@@H:10]2[CH2:11]3)=[O:8])[N:6]=1.[C:24]1([C:34](O)=[O:35])[C:33]2[C:28](=[CH:29][CH:30]=[CH:31][CH:32]=2)[CH:27]=[CH:26][N:25]=1. (6) Given the product [CH3:8][O:9][C:10](=[O:36])[C:11]1[CH:16]=[CH:15][C:14]([CH3:17])=[C:13]([N:18]2[CH:22]=[C:21]([C:23]3[CH:24]=[N:25][N:26]([C:29]4[CH:34]=[CH:33][CH:32]=[CH:31][CH:30]=4)[C:27]=3[CH3:28])[N:20]=[CH:19]2)[CH:12]=1, predict the reactants needed to synthesize it. The reactants are: [N+]([O-])(O)=O.[NH+]([O-])=O.[CH3:8][O:9][C:10](=[O:36])[C:11]1[CH:16]=[CH:15][C:14]([CH3:17])=[C:13]([N:18]2[CH:22]=[C:21]([C:23]3[CH:24]=[N:25][N:26]([C:29]4[CH:34]=[CH:33][CH:32]=[CH:31][CH:30]=4)[C:27]=3[CH3:28])[N:20]=[C:19]2S)[CH:12]=1.C([O-])(O)=O.[Na+]. (7) Given the product [Cl:1][C:2]1[CH:3]=[CH:4][C:5]([C:8]2[CH:9]=[CH:10][C:11]([C:14]#[C:15][C:17]3[CH:22]=[CH:21][C:20]([CH2:23][CH2:24][OH:25])=[CH:19][CH:18]=3)=[N:12][CH:13]=2)=[CH:6][CH:7]=1, predict the reactants needed to synthesize it. The reactants are: [Cl:1][C:2]1[CH:7]=[CH:6][C:5]([C:8]2[CH:9]=[CH:10][C:11]([C:14]#[CH:15])=[N:12][CH:13]=2)=[CH:4][CH:3]=1.I[C:17]1[CH:22]=[CH:21][C:20]([CH2:23][CH2:24][OH:25])=[CH:19][CH:18]=1.